This data is from Catalyst prediction with 721,799 reactions and 888 catalyst types from USPTO. The task is: Predict which catalyst facilitates the given reaction. (1) Reactant: [CH:1]1([CH2:6][C:7]2([N:18]([CH3:20])[CH3:19])[CH2:17][CH2:16][C:10]3([C:14](=O)[NH:13][CH2:12][CH2:11]3)[CH2:9][CH2:8]2)[CH2:5][CH2:4][CH2:3][CH2:2]1.[H-].[Al+3].[Li+].[H-].[H-].[H-].O.[OH-].[Na+]. Product: [CH:1]1([CH2:6][C:7]2([N:18]([CH3:19])[CH3:20])[CH2:17][CH2:16][C:10]3([CH2:14][NH:13][CH2:12][CH2:11]3)[CH2:9][CH2:8]2)[CH2:2][CH2:3][CH2:4][CH2:5]1. The catalyst class is: 7. (2) Product: [N+:1]([C:4]1[CH:9]=[C:8]([O:10][C:11]2[CH:16]=[CH:15][CH:14]=[CH:13][CH:12]=2)[CH:7]=[CH:6][C:5]=1[NH2:17])([O-:3])=[O:2]. Reactant: [N+:1]([C:4]1[CH:9]=[C:8]([O:10][C:11]2[CH:16]=[CH:15][CH:14]=[CH:13][CH:12]=2)[CH:7]=[CH:6][C:5]=1[NH:17]C(=O)C)([O-:3])=[O:2].[OH-].[Na+].Cl.[Cl-].[NH4+]. The catalyst class is: 5.